Dataset: NCI-60 drug combinations with 297,098 pairs across 59 cell lines. Task: Regression. Given two drug SMILES strings and cell line genomic features, predict the synergy score measuring deviation from expected non-interaction effect. (1) Cell line: SF-295. Drug 2: CCC1(C2=C(COC1=O)C(=O)N3CC4=CC5=C(C=CC(=C5CN(C)C)O)N=C4C3=C2)O.Cl. Synergy scores: CSS=45.0, Synergy_ZIP=3.33, Synergy_Bliss=5.05, Synergy_Loewe=-14.1, Synergy_HSA=4.95. Drug 1: C1CN1P(=S)(N2CC2)N3CC3. (2) Drug 1: CCCCCOC(=O)NC1=NC(=O)N(C=C1F)C2C(C(C(O2)C)O)O. Drug 2: C1CNP(=O)(OC1)N(CCCl)CCCl. Cell line: A549. Synergy scores: CSS=-5.02, Synergy_ZIP=4.23, Synergy_Bliss=2.44, Synergy_Loewe=-3.36, Synergy_HSA=-3.73. (3) Drug 1: CC1=C(C=C(C=C1)NC2=NC=CC(=N2)N(C)C3=CC4=NN(C(=C4C=C3)C)C)S(=O)(=O)N.Cl. Drug 2: CCCCCOC(=O)NC1=NC(=O)N(C=C1F)C2C(C(C(O2)C)O)O. Cell line: SK-MEL-5. Synergy scores: CSS=-7.80, Synergy_ZIP=3.12, Synergy_Bliss=0.392, Synergy_Loewe=-6.95, Synergy_HSA=-5.79. (4) Drug 1: CCC1=C2CN3C(=CC4=C(C3=O)COC(=O)C4(CC)O)C2=NC5=C1C=C(C=C5)O. Drug 2: CN(C(=O)NC(C=O)C(C(C(CO)O)O)O)N=O. Cell line: U251. Synergy scores: CSS=54.5, Synergy_ZIP=-3.92, Synergy_Bliss=-6.70, Synergy_Loewe=-15.9, Synergy_HSA=-5.88. (5) Drug 1: C1=CC=C(C=C1)NC(=O)CCCCCCC(=O)NO. Drug 2: C1CC(CNC1)C2=CC=C(C=C2)N3C=C4C=CC=C(C4=N3)C(=O)N. Cell line: SK-OV-3. Synergy scores: CSS=53.5, Synergy_ZIP=3.76, Synergy_Bliss=3.93, Synergy_Loewe=-27.2, Synergy_HSA=6.03. (6) Drug 1: CC12CCC(CC1=CCC3C2CCC4(C3CC=C4C5=CN=CC=C5)C)O. Drug 2: CC1C(C(CC(O1)OC2CC(CC3=C2C(=C4C(=C3O)C(=O)C5=C(C4=O)C(=CC=C5)OC)O)(C(=O)CO)O)N)O.Cl. Cell line: SF-539. Synergy scores: CSS=63.7, Synergy_ZIP=0.543, Synergy_Bliss=4.14, Synergy_Loewe=-8.89, Synergy_HSA=5.94.